This data is from NCI-60 drug combinations with 297,098 pairs across 59 cell lines. The task is: Regression. Given two drug SMILES strings and cell line genomic features, predict the synergy score measuring deviation from expected non-interaction effect. (1) Drug 1: CC12CCC(CC1=CCC3C2CCC4(C3CC=C4C5=CN=CC=C5)C)O. Drug 2: C1CCN(CC1)CCOC2=CC=C(C=C2)C(=O)C3=C(SC4=C3C=CC(=C4)O)C5=CC=C(C=C5)O. Cell line: TK-10. Synergy scores: CSS=6.67, Synergy_ZIP=5.79, Synergy_Bliss=5.98, Synergy_Loewe=4.21, Synergy_HSA=4.49. (2) Drug 2: C1=NC(=NC(=O)N1C2C(C(C(O2)CO)O)O)N. Cell line: NCI/ADR-RES. Drug 1: C1C(C(OC1N2C=C(C(=O)NC2=O)F)CO)O. Synergy scores: CSS=14.9, Synergy_ZIP=-5.51, Synergy_Bliss=2.89, Synergy_Loewe=2.55, Synergy_HSA=4.80. (3) Synergy scores: CSS=91.6, Synergy_ZIP=13.9, Synergy_Bliss=13.6, Synergy_Loewe=-13.3, Synergy_HSA=13.8. Drug 1: COC1=CC(=CC(=C1O)OC)C2C3C(COC3=O)C(C4=CC5=C(C=C24)OCO5)OC6C(C(C7C(O6)COC(O7)C8=CC=CS8)O)O. Drug 2: C1=CC=C(C(=C1)C(C2=CC=C(C=C2)Cl)C(Cl)Cl)Cl. Cell line: MOLT-4. (4) Drug 1: CCC1(CC2CC(C3=C(CCN(C2)C1)C4=CC=CC=C4N3)(C5=C(C=C6C(=C5)C78CCN9C7C(C=CC9)(C(C(C8N6C=O)(C(=O)OC)O)OC(=O)C)CC)OC)C(=O)OC)O.OS(=O)(=O)O. Drug 2: CCCCC(=O)OCC(=O)C1(CC(C2=C(C1)C(=C3C(=C2O)C(=O)C4=C(C3=O)C=CC=C4OC)O)OC5CC(C(C(O5)C)O)NC(=O)C(F)(F)F)O. Cell line: SW-620. Synergy scores: CSS=54.0, Synergy_ZIP=-4.36, Synergy_Bliss=-3.53, Synergy_Loewe=-10.8, Synergy_HSA=-0.376.